Dataset: Catalyst prediction with 721,799 reactions and 888 catalyst types from USPTO. Task: Predict which catalyst facilitates the given reaction. (1) Reactant: Br[C:2]1[CH:13]=[CH:12][C:5]([CH2:6][N:7]([CH3:11])[C:8](=[O:10])[CH3:9])=[CH:4][C:3]=1[Cl:14].C([O-])(=O)C.[K+].[B:20]1([B:20]2[O:24][C:23]([CH3:26])([CH3:25])[C:22]([CH3:28])([CH3:27])[O:21]2)[O:24][C:23]([CH3:26])([CH3:25])[C:22]([CH3:28])([CH3:27])[O:21]1. Product: [Cl:14][C:3]1[CH:4]=[C:5]([CH:12]=[CH:13][C:2]=1[B:20]1[O:24][C:23]([CH3:26])([CH3:25])[C:22]([CH3:28])([CH3:27])[O:21]1)[CH2:6][N:7]([CH3:11])[C:8](=[O:10])[CH3:9]. The catalyst class is: 873. (2) Reactant: [Cl:1][C:2]1[CH:7]=[C:6]([Cl:8])[CH:5]=[CH:4][C:3]=1[C:9]1[N:10]=[CH:11][N:12]([CH2:21][CH3:22])[C:13]=1[C:14]1[CH:19]=[CH:18][C:17]([Cl:20])=[CH:16][CH:15]=1.C([Li])CCC.[CH:28]1([N:34]=[C:35]=[O:36])[CH2:33][CH2:32][CH2:31][CH2:30][CH2:29]1. Product: [CH:28]1([NH:34][C:35]([C:11]2[N:12]([CH2:21][CH3:22])[C:13]([C:14]3[CH:19]=[CH:18][C:17]([Cl:20])=[CH:16][CH:15]=3)=[C:9]([C:3]3[CH:4]=[CH:5][C:6]([Cl:8])=[CH:7][C:2]=3[Cl:1])[N:10]=2)=[O:36])[CH2:33][CH2:32][CH2:31][CH2:30][CH2:29]1. The catalyst class is: 1. (3) Reactant: [NH2:1][C:2]1[CH:7]=[CH:6][C:5]([F:8])=[CH:4][C:3]=1[C:9]([CH3:31])([CH3:30])[CH2:10][C:11]([OH:29])([C:25]([F:28])([F:27])[F:26])[C:12]([NH:14][C:15]1[CH:16]=[C:17]2[C:22](=[CH:23][CH:24]=1)[C:20](=[O:21])[O:19][CH2:18]2)=[O:13].N1C=CC=CC=1.[S:38](Cl)([CH3:41])(=[O:40])=[O:39]. Product: [F:8][C:5]1[CH:6]=[CH:7][C:2]([NH:1][S:38]([CH3:41])(=[O:40])=[O:39])=[C:3]([C:9]([CH3:31])([CH3:30])[CH2:10][C:11]([OH:29])([C:25]([F:28])([F:27])[F:26])[C:12]([NH:14][C:15]2[CH:16]=[C:17]3[C:22](=[CH:23][CH:24]=2)[C:20](=[O:21])[O:19][CH2:18]3)=[O:13])[CH:4]=1. The catalyst class is: 13.